This data is from Forward reaction prediction with 1.9M reactions from USPTO patents (1976-2016). The task is: Predict the product of the given reaction. (1) Given the reactants [Cl:1][C:2]1[C:6]([Cl:7])=[C:5]([CH3:8])[NH:4][C:3]=1[C:9]([NH:11][C@H:12]1[CH2:17][CH2:16][N:15]([C:18]2[S:19][C:20]([C:25]([O:27][CH2:28][CH3:29])=[O:26])=[C:21]([CH2:23][OH:24])[N:22]=2)[CH2:14][C@H:13]1[O:30][CH3:31])=[O:10].CC(OI1(OC(C)=O)(OC(C)=O)OC(=O)C2C=CC=CC1=2)=O, predict the reaction product. The product is: [Cl:1][C:2]1[C:6]([Cl:7])=[C:5]([CH3:8])[NH:4][C:3]=1[C:9]([NH:11][C@H:12]1[CH2:17][CH2:16][N:15]([C:18]2[S:19][C:20]([C:25]([O:27][CH2:28][CH3:29])=[O:26])=[C:21]([CH:23]=[O:24])[N:22]=2)[CH2:14][C@H:13]1[O:30][CH3:31])=[O:10]. (2) Given the reactants [C:1]([O:5][C:6]([NH:8][C:9](=[N:26]C(=O)OC(C)(C)C)[NH:10][C@@H:11]1[CH2:16][CH2:15][CH2:14][C@H:13]([NH:17][C:18]2[C:23]([F:24])=[CH:22][N:21]=[C:20](Cl)[N:19]=2)[CH2:12]1)=[O:7])([CH3:4])([CH3:3])[CH3:2].[F:34][C:35]1[CH:36]=[C:37]2[C:43](B3OC(C)(C)C(C)(C)O3)=[CH:42][N:41]([S:53]([C:56]3[CH:61]=[CH:60][C:59]([CH3:62])=[CH:58][CH:57]=3)(=[O:55])=[O:54])[C:38]2=[N:39][CH:40]=1.C([O-])([O-])=O.[Na+].[Na+], predict the reaction product. The product is: [F:24][C:23]1[C:18]([NH:17][C@H:13]2[CH2:14][CH2:15][CH2:16][C@@H:11]([NH:10][C:9]([NH:8][C:6](=[O:7])[O:5][C:1]([CH3:2])([CH3:3])[CH3:4])=[NH:26])[CH2:12]2)=[N:19][C:20]([C:43]2[C:37]3[C:38](=[N:39][CH:40]=[C:35]([F:34])[CH:36]=3)[N:41]([S:53]([C:56]3[CH:61]=[CH:60][C:59]([CH3:62])=[CH:58][CH:57]=3)(=[O:54])=[O:55])[CH:42]=2)=[N:21][CH:22]=1. (3) Given the reactants [C:1]([N:8]1[CH2:13][CH2:12][CH2:11][CH:10]([CH2:14][NH:15][C:16]2[CH:21]=[CH:20][CH:19]=[CH:18][CH:17]=2)[CH2:9]1)([O:3][C:4]([CH3:7])([CH3:6])[CH3:5])=[O:2].C(N(CC)C(C)C)(C)C.[C:31](Cl)(=[O:34])[CH2:32][CH3:33], predict the reaction product. The product is: [C:1]([N:8]1[CH2:13][CH2:12][CH2:11][CH:10]([CH2:14][N:15]([C:16]2[CH:21]=[CH:20][CH:19]=[CH:18][CH:17]=2)[C:31](=[O:34])[CH2:32][CH3:33])[CH2:9]1)([O:3][C:4]([CH3:6])([CH3:7])[CH3:5])=[O:2].